Dataset: Full USPTO retrosynthesis dataset with 1.9M reactions from patents (1976-2016). Task: Predict the reactants needed to synthesize the given product. The reactants are: [F:1]C1C=CC(CO)=CC=1.CC(OI1(OC(C)=O)(OC(C)=O)O[C:21](=O)[C:20]2[CH:19]=[CH:18][CH:17]=[CH:16][C:15]1=2)=O.[Cl:32][C:33]1[CH:42]=[C:41]2[C:36]([C:37]([NH:43][CH:44]3[CH2:49][CH2:48][CH:47]([NH2:50])[CH2:46][CH2:45]3)=[CH:38][CH:39]=[N:40]2)=[CH:35][CH:34]=1.C(O)(=O)C.C([BH3-])#N. Given the product [Cl:32][C:33]1[CH:42]=[C:41]2[C:36]([C:37]([NH:43][C@H:44]3[CH2:45][CH2:46][C@@H:47]([NH:50][CH2:21][C:20]4[CH:15]=[CH:16][CH:17]=[C:18]([F:1])[CH:19]=4)[CH2:48][CH2:49]3)=[CH:38][CH:39]=[N:40]2)=[CH:35][CH:34]=1, predict the reactants needed to synthesize it.